Dataset: Catalyst prediction with 721,799 reactions and 888 catalyst types from USPTO. Task: Predict which catalyst facilitates the given reaction. (1) Reactant: [NH2:1][C:2]1[C:11]([C:12]([NH:14][C:15]2[CH:16]=[N:17][CH:18]=[C:19]([Cl:27])[C:20]=2[N:21]2[CH2:26][CH2:25][NH:24][CH2:23][CH2:22]2)=[O:13])=[C:5]2[N:6]=[CH:7][C:8]([F:10])=[CH:9][N:4]2[N:3]=1.[O:28]1[CH2:31][C:30](=O)[CH2:29]1.ClC1C=CC2N=NN(OC(=[N+](C)C)N(C)C)C=2C=1. Product: [NH2:1][C:2]1[C:11]([C:12]([NH:14][C:15]2[CH:16]=[N:17][CH:18]=[C:19]([Cl:27])[C:20]=2[N:21]2[CH2:26][CH2:25][N:24]([CH:30]3[CH2:31][O:28][CH2:29]3)[CH2:23][CH2:22]2)=[O:13])=[C:5]2[N:6]=[CH:7][C:8]([F:10])=[CH:9][N:4]2[N:3]=1. The catalyst class is: 1. (2) Reactant: [F:1][CH:2]([F:34])[C:3]1[N:7]([C:8]2[N:13]=[C:12]([N:14]([CH3:21])[CH:15]3[CH2:20][CH2:19][NH:18][CH2:17][CH2:16]3)[CH:11]=[C:10]([N:22]3[CH2:27][CH2:26][O:25][CH2:24][CH2:23]3)[N:9]=2)[C:6]2[CH:28]=[CH:29][CH:30]=[C:31]([O:32][CH3:33])[C:5]=2[N:4]=1.CCN(CC)CC.[CH3:42][S:43](Cl)(=[O:45])=[O:44]. Product: [F:34][CH:2]([F:1])[C:3]1[N:7]([C:8]2[N:13]=[C:12]([N:14]([CH3:21])[CH:15]3[CH2:20][CH2:19][N:18]([S:43]([CH3:42])(=[O:45])=[O:44])[CH2:17][CH2:16]3)[CH:11]=[C:10]([N:22]3[CH2:27][CH2:26][O:25][CH2:24][CH2:23]3)[N:9]=2)[C:6]2[CH:28]=[CH:29][CH:30]=[C:31]([O:32][CH3:33])[C:5]=2[N:4]=1. The catalyst class is: 20.